Predict the reactants needed to synthesize the given product. From a dataset of Full USPTO retrosynthesis dataset with 1.9M reactions from patents (1976-2016). (1) Given the product [CH3:7][NH:9][CH2:10][CH2:11][O:12][CH2:13][CH2:14][O:15][CH2:16][CH2:17][O:18][CH2:19][CH2:20][O:21][CH2:22][CH2:23][C:24]([O:26][CH3:27])=[O:25], predict the reactants needed to synthesize it. The reactants are: Cl.C(O[C:7]([N:9](C)[CH2:10][CH2:11][O:12][CH2:13][CH2:14][O:15][CH2:16][CH2:17][O:18][CH2:19][CH2:20][O:21][CH2:22][CH2:23][C:24]([O:26][CH3:27])=[O:25])=O)(C)(C)C. (2) Given the product [F:18][C:17]1[C:5]([C:4]([OH:25])=[O:3])=[CH:6][C:7]([C:8]([N:10]([CH3:14])[CH2:11][CH2:12][CH3:13])=[O:9])=[CH:15][C:16]=1[N:19]([S:21]([CH3:24])(=[O:23])=[O:22])[CH3:20], predict the reactants needed to synthesize it. The reactants are: C([O:3][C:4](=[O:25])[C:5]1[C:17]([F:18])=[C:16]([N:19]([S:21]([CH3:24])(=[O:23])=[O:22])[CH3:20])[CH:15]=[C:7]([C:8]([N:10]([CH3:14])[CH2:11][CH2:12][CH3:13])=[O:9])[CH:6]=1)C.[OH-].[Na+].Cl.